Dataset: Full USPTO retrosynthesis dataset with 1.9M reactions from patents (1976-2016). Task: Predict the reactants needed to synthesize the given product. Given the product [I:25][CH2:28][CH2:29][C@@H:30]1[CH2:34][O:33][C:32]([CH3:36])([CH3:35])[O:31]1, predict the reactants needed to synthesize it. The reactants are: C1(P(C2C=CC=CC=2)C2C=CC=CC=2)C=CC=CC=1.N1C=CN=C1.[I:25]I.O[CH2:28][CH2:29][C@@H:30]1[CH2:34][O:33][C:32]([CH3:36])([CH3:35])[O:31]1.S([O-])([O-])(=O)=S.[Na+].[Na+].